Dataset: Reaction yield outcomes from USPTO patents with 853,638 reactions. Task: Predict the reaction yield, written as a fraction of the theoretical maximum amount of product (1.0 means a 100% yield; for example, 0.34 means a 34% yield). (1) The reactants are Cl[C:2]1[CH:10]=[CH:9][C:8]([N:11]2[CH2:16][CH2:15][N:14]([C@@H:17]([C:19]3[CH:24]=[CH:23][CH:22]=[CH:21][CH:20]=3)[CH3:18])[CH2:13][CH2:12]2)=[C:7]2[C:3]=1[C:4](=[O:37])[N:5]([CH2:26][C:27]1[CH:32]=[CH:31][C:30]([O:33][CH3:34])=[C:29]([O:35][CH3:36])[CH:28]=1)[C:6]2=[O:25].C([O-])(=O)C.[Na+].[CH3:43][S:44]([CH:47]=[CH2:48])(=[O:46])=[O:45]. The catalyst is CC(C)([P](C(C)(C)C)([Pd][P](C(C)(C)C)(C(C)(C)C)C(C)(C)C)C(C)(C)C)C.CC(N(C)C)=O. The yield is 0.190. The product is [CH3:36][O:35][C:29]1[CH:28]=[C:27]([CH:32]=[CH:31][C:30]=1[O:33][CH3:34])[CH2:26][N:5]1[C:4](=[O:37])[C:3]2[C:7](=[C:8]([N:11]3[CH2:12][CH2:13][N:14]([C@@H:17]([C:19]4[CH:24]=[CH:23][CH:22]=[CH:21][CH:20]=4)[CH3:18])[CH2:15][CH2:16]3)[CH:9]=[CH:10][C:2]=2[CH:48]=[CH:47][S:44]([CH3:43])(=[O:46])=[O:45])[C:6]1=[O:25]. (2) The reactants are [C:1]([O:5][C:6]([N:8]1[CH2:13][CH2:12][N:11]([C:14]2[C:19]([O:20]CC3C=CC=CC=3)=[CH:18][N:17]=[CH:16][N:15]=2)[CH2:10][CH2:9]1)=[O:7])([CH3:4])([CH3:3])[CH3:2]. The catalyst is CO.[Pd]. The product is [C:1]([O:5][C:6]([N:8]1[CH2:9][CH2:10][N:11]([C:14]2[C:19]([OH:20])=[CH:18][N:17]=[CH:16][N:15]=2)[CH2:12][CH2:13]1)=[O:7])([CH3:4])([CH3:2])[CH3:3]. The yield is 0.950. (3) The reactants are [CH2:1]1[CH2:5][O:4][CH2:3][CH2:2]1.[N+:6]([C:9]1[CH:14]=[CH:13][C:12]([OH:15])=[CH:11][CH:10]=1)([O-:8])=[O:7].C(O[CH2:19][CH3:20])C. No catalyst specified. The product is [N+:6]([C:9]1[CH:14]=[CH:13][C:12]([O:15][C@H:20]2[CH:19]=[CH:5][C:1]3[C:2](=[CH:5][CH:1]=[CH:2][CH:3]=3)[C@@H:3]2[OH:4])=[CH:11][CH:10]=1)([O-:8])=[O:7]. The yield is 0.940. (4) The product is [N:1]1[CH:6]=[CH:5][C:4]([CH2:7][NH:8][C:9]2[N:17]=[C:16]3[C:12]([NH:13][C:14](=[O:27])[N:15]3[CH2:18][C:19]3[CH:24]=[CH:23][C:22]([CH2:25][N:30]([CH3:29])[CH2:31][CH2:32][CH2:33][CH2:34][O:35][C:36]4[CH:46]=[CH:45][CH:44]=[C:38]([CH2:39][C:40]([O:42][CH3:43])=[O:41])[CH:37]=4)=[CH:21][CH:20]=3)=[C:11]([NH2:28])[N:10]=2)=[CH:3][CH:2]=1. The yield is 0.200. The reactants are [N:1]1[CH:6]=[CH:5][C:4]([CH2:7][NH:8][C:9]2[N:17]=[C:16]3[C:12]([NH:13][C:14](=[O:27])[N:15]3[CH2:18][C:19]3[CH:24]=[CH:23][C:22]([CH2:25]Cl)=[CH:21][CH:20]=3)=[C:11]([NH2:28])[N:10]=2)=[CH:3][CH:2]=1.[CH3:29][NH:30][CH2:31][CH2:32][CH2:33][CH2:34][O:35][C:36]1[CH:37]=[C:38]([CH:44]=[CH:45][CH:46]=1)[CH2:39][C:40]([O:42][CH3:43])=[O:41].C(N(C(C)C)C(C)C)C. The catalyst is CN(C=O)C. (5) The reactants are [C:1]([CH2:3][CH2:4][CH2:5][NH:6][C:7]([C:9]1[C:13]([NH:14][C:15]([C:17]2[CH:22]=[CH:21][CH:20]=[CH:19][N:18]=2)=[O:16])=[CH:12][N:11](C2CCCCO2)[N:10]=1)=[O:8])#[N:2].O.C1(C)C=CC(S(O)(=O)=O)=CC=1.C(=O)([O-])O.[Na+]. The catalyst is C(O)C. The product is [C:1]([CH2:3][CH2:4][CH2:5][NH:6][C:7]([C:9]1[C:13]([NH:14][C:15]([C:17]2[CH:22]=[CH:21][CH:20]=[CH:19][N:18]=2)=[O:16])=[CH:12][NH:11][N:10]=1)=[O:8])#[N:2]. The yield is 0.950. (6) The reactants are [CH3:1][O:2][C:3]1[N:8]=[CH:7][C:6]([C:9]2[C:10]([CH3:32])=[C:11]([CH:28]=[CH:29][C:30]=2[CH3:31])[CH2:12][NH:13][C:14]2[CH:27]=[CH:26][C:17]3[C@H:18]([CH2:21][C:22]([O:24]C)=[O:23])[CH2:19][O:20][C:16]=3[CH:15]=2)=[CH:5][CH:4]=1.[OH-].[Na+]. The catalyst is O1CCCC1.CO. The product is [CH3:1][O:2][C:3]1[N:8]=[CH:7][C:6]([C:9]2[C:10]([CH3:32])=[C:11]([CH:28]=[CH:29][C:30]=2[CH3:31])[CH2:12][NH:13][C:14]2[CH:27]=[CH:26][C:17]3[C@H:18]([CH2:21][C:22]([OH:24])=[O:23])[CH2:19][O:20][C:16]=3[CH:15]=2)=[CH:5][CH:4]=1. The yield is 0.860. (7) The reactants are [CH3:1][CH2:2][C@H:3]1[O:18][C:16](=[O:17])[C@H:15]([CH3:19])[C@@H:14]([O:20][C@@H:21]2[O:26][C@@H:25]([CH3:27])[C@H:24]([OH:28])[C@@:23]([O:30][CH3:31])([CH3:29])[CH2:22]2)[C@H:13]([CH3:32])[C@@H:12]([O:33][C@@H:34]2[O:39][C@H:38]([CH3:40])[CH2:37][C@H:36]([N:41]([CH3:43])[CH3:42])[C@H:35]2[OH:44])[C@@:11](O)([CH3:45])[CH2:10][C@@H:9]([CH3:47])[C:7](=[O:8])[C@H:6]([CH3:48])[C@@H:5]([OH:49])[C@@:4]1([OH:51])[CH3:50].C([O-])(O)=O.[Na+]. The catalyst is C(O)(=O)C.C(Cl)(Cl)Cl. The product is [CH3:1][CH2:2][C@H:3]1[O:18][C:16](=[O:17])[C@H:15]([CH3:19])[C@@H:14]([O:20][C@@H:21]2[O:26][C@@H:25]([CH3:27])[C@H:24]([OH:28])[C@@:23]([O:30][CH3:31])([CH3:29])[CH2:22]2)[C@H:13]([CH3:32])[C@@H:12]([O:33][C@@H:34]2[O:39][C@H:38]([CH3:40])[CH2:37][C@H:36]([N:41]([CH3:42])[CH3:43])[C@H:35]2[OH:44])[C@:11]2([CH3:45])[O:8][C:7](=[C:9]([CH3:47])[CH2:10]2)[C@H:6]([CH3:48])[C@@H:5]([OH:49])[C@@:4]1([OH:51])[CH3:50]. The yield is 0.710.